From a dataset of Full USPTO retrosynthesis dataset with 1.9M reactions from patents (1976-2016). Predict the reactants needed to synthesize the given product. (1) Given the product [Cl:1][O-:2].[CH3:11][C:8]1([CH3:12])[N:9]([O:10])[C:4]([CH3:13])([CH3:3])[CH2:5][CH2:6][CH2:7]1, predict the reactants needed to synthesize it. The reactants are: [Cl:1][O-:2].[CH3:3][C:4]1([CH3:13])[N:9]([O:10])[C:8]([CH3:12])([CH3:11])[CH2:7][CH2:6][CH2:5]1. (2) Given the product [CH3:6][CH:5]([CH2:7][N:8]([S:32]([C:35]1[CH:40]=[CH:39][C:38]([NH2:41])=[CH:37][CH:36]=1)(=[O:34])=[O:33])[CH2:9][C@@H:10]([OH:31])[C@@H:11]([NH:19][C:20]([O:22][C@@H:23]1[C@@H:27]2[CH2:28][CH2:29][O:30][C@@H:26]2[O:25][CH2:24]1)=[O:21])[CH2:12][C:13]1[CH:18]=[CH:17][CH:16]=[CH:15][CH:14]=1)[CH3:4], predict the reactants needed to synthesize it. The reactants are: CCO.[CH3:4][CH:5]([CH2:7][N:8]([S:32]([C:35]1[CH:36]=[CH:37][C:38]([NH2:41])=[CH:39][CH:40]=1)(=[O:34])=[O:33])[CH2:9][C@@H:10]([OH:31])[C@@H:11]([NH:19][C:20]([O:22][C@@H:23]1[C@@H:27]2[CH2:28][CH2:29][O:30][C@@H:26]2[O:25][CH2:24]1)=[O:21])[CH2:12][C:13]1[CH:14]=[CH:15][CH:16]=[CH:17][CH:18]=1)[CH3:6].OCC(CO)O. (3) Given the product [Cl:33][C:17]1[CH:18]=[C:19]([NH:20][C:21](=[O:32])[C:22]2[CH:27]=[CH:26][CH:25]=[C:24]([C:28]([F:30])([F:31])[F:29])[CH:23]=2)[C:14]([N:11]2[CH2:12][CH2:13][NH:8][CH2:9][CH2:10]2)=[N:15][CH:16]=1, predict the reactants needed to synthesize it. The reactants are: C(OC([N:8]1[CH2:13][CH2:12][N:11]([C:14]2[C:19]([NH:20][C:21](=[O:32])[C:22]3[CH:27]=[CH:26][CH:25]=[C:24]([C:28]([F:31])([F:30])[F:29])[CH:23]=3)=[CH:18][C:17]([Cl:33])=[CH:16][N:15]=2)[CH2:10][CH2:9]1)=O)(C)(C)C.Cl. (4) Given the product [CH:13]([O:12][C:10]1[C:9]([O:16][CH3:17])=[CH:8][C:3]([C:4]([O:6][CH3:7])=[O:5])=[C:2]([NH:1][CH2:24][C:23]2[CH:26]=[CH:27][C:20]([O:19][CH3:18])=[CH:21][CH:22]=2)[CH:11]=1)([CH3:14])[CH3:15], predict the reactants needed to synthesize it. The reactants are: [NH2:1][C:2]1[CH:11]=[C:10]([O:12][CH:13]([CH3:15])[CH3:14])[C:9]([O:16][CH3:17])=[CH:8][C:3]=1[C:4]([O:6][CH3:7])=[O:5].[CH3:18][O:19][C:20]1[CH:27]=[CH:26][C:23]([CH:24]=O)=[CH:22][CH:21]=1.CN(C)C=O.C(O[BH-](OC(=O)C)OC(=O)C)(=O)C.[Na+].